From a dataset of Peptide-MHC class II binding affinity with 134,281 pairs from IEDB. Regression. Given a peptide amino acid sequence and an MHC pseudo amino acid sequence, predict their binding affinity value. This is MHC class II binding data. (1) The peptide sequence is EQCGRQAGGKLCPNN. The MHC is DRB3_0101 with pseudo-sequence DRB3_0101. The binding affinity (normalized) is 0.0353. (2) The peptide sequence is VRVWDVKNAELLNNQ. The MHC is DRB1_0701 with pseudo-sequence DRB1_0701. The binding affinity (normalized) is 0.561. (3) The peptide sequence is EQQINHHWHKSGSSIGKA. The MHC is DRB4_0101 with pseudo-sequence DRB4_0103. The binding affinity (normalized) is 0. (4) The peptide sequence is EAMSQVTNSATIMMQR. The MHC is HLA-DPA10301-DPB10402 with pseudo-sequence HLA-DPA10301-DPB10402. The binding affinity (normalized) is 0.236. (5) The peptide sequence is LTRGLNLDGTKTLHS. The MHC is DRB1_0101 with pseudo-sequence DRB1_0101. The binding affinity (normalized) is 0.517. (6) The peptide sequence is KLSDLIIADISTAQE. The MHC is HLA-DPA10103-DPB10401 with pseudo-sequence HLA-DPA10103-DPB10401. The binding affinity (normalized) is 0.0754.